Predict the reaction yield, written as a fraction of the theoretical maximum amount of product (1.0 means a 100% yield; for example, 0.34 means a 34% yield). From a dataset of Reaction yield outcomes from USPTO patents with 853,638 reactions. (1) The reactants are [CH2:1]([O:8][C:9]1[CH:36]=[CH:35][C:12]([CH2:13][N:14]([CH2:27][CH2:28][C:29]2[CH:34]=[CH:33][CH:32]=[CH:31][N:30]=2)[C:15](=[O:26])[CH2:16][CH2:17][CH2:18][CH2:19][C:20]2[CH:25]=[CH:24][CH:23]=[CH:22][CH:21]=2)=[CH:11][C:10]=1[O:37][CH2:38][C:39]([OH:41])=O)[C:2]1[CH:7]=[CH:6][CH:5]=[CH:4][CH:3]=1.C(Cl)(=O)C(Cl)=O.C[N:49](C=O)C.[NH4+].[OH-]. The catalyst is C(Cl)Cl. The product is [CH2:1]([O:8][C:9]1[CH:36]=[CH:35][C:12]([CH2:13][N:14]([CH2:27][CH2:28][C:29]2[CH:34]=[CH:33][CH:32]=[CH:31][N:30]=2)[C:15](=[O:26])[CH2:16][CH2:17][CH2:18][CH2:19][C:20]2[CH:25]=[CH:24][CH:23]=[CH:22][CH:21]=2)=[CH:11][C:10]=1[O:37][CH2:38][C:39](=[O:41])[NH2:49])[C:2]1[CH:7]=[CH:6][CH:5]=[CH:4][CH:3]=1. The yield is 0.500. (2) The reactants are C[Mg]Br.[Cl:4][C:5]1[CH:10]=[CH:9][C:8]([C:11]2([CH:44]=[O:45])[CH2:16][CH2:15][N:14]([C:17]3[C:18]4[N:19]([N:23]=[C:24]([NH:26][C:27]5[CH:43]=[CH:42][C:30]([C:31]([N:33]([CH3:41])[CH:34]6[CH2:39][CH2:38][N:37]([CH3:40])[CH2:36][CH2:35]6)=[O:32])=[CH:29][CH:28]=5)[N:25]=4)[CH:20]=[CH:21][CH:22]=3)[CH2:13][CH2:12]2)=[CH:7][CH:6]=1.O.[C:47](#N)C. The catalyst is C1COCC1. The product is [Cl:4][C:5]1[CH:6]=[CH:7][C:8]([C:11]2([CH:44]([OH:45])[CH3:47])[CH2:16][CH2:15][N:14]([C:17]3[C:18]4[N:19]([N:23]=[C:24]([NH:26][C:27]5[CH:43]=[CH:42][C:30]([C:31]([N:33]([CH3:41])[CH:34]6[CH2:35][CH2:36][N:37]([CH3:40])[CH2:38][CH2:39]6)=[O:32])=[CH:29][CH:28]=5)[N:25]=4)[CH:20]=[CH:21][CH:22]=3)[CH2:13][CH2:12]2)=[CH:9][CH:10]=1. The yield is 0.260. (3) The reactants are [O:1]=[C:2]1[CH2:10][C:9]2[C:4](=[CH:5][C:6]([C:11]([OH:13])=[O:12])=[CH:7][CH:8]=2)[NH:3]1.[CH2:14]([N:16]([CH2:31][CH3:32])[CH2:17][CH2:18][NH:19][C:20]([C:22]1[C:26]([CH3:27])=[C:25]([CH:28]=O)[NH:24][C:23]=1[CH3:30])=[O:21])[CH3:15]. No catalyst specified. The product is [CH2:31]([N:16]([CH2:14][CH3:15])[CH2:17][CH2:18][NH:19][C:20]([C:22]1[C:26]([CH3:27])=[C:25]([CH:28]=[C:10]2[C:9]3[C:4](=[CH:5][C:6]([C:11]([OH:13])=[O:12])=[CH:7][CH:8]=3)[NH:3][C:2]2=[O:1])[NH:24][C:23]=1[CH3:30])=[O:21])[CH3:32]. The yield is 0.920. (4) The reactants are [Br:1][C:2]1[CH:3]=[C:4]2[C:11]3([C:15](=[O:16])[NH:14][C:13](=[S:17])[NH:12]3)[CH2:10][CH:9]([C:18]3[CH:23]=[CH:22][CH:21]=[CH:20][CH:19]=3)[O:8][C:5]2=[CH:6][CH:7]=1.C([O-])([O-])=O.[K+].[K+].[CH2:30](I)[CH3:31].[CH3:33][C:34]#N. No catalyst specified. The product is [Br:1][C:2]1[CH:3]=[C:4]2[C:11]3([C:15](=[O:16])[N:14]([CH2:33][CH3:34])[C:13]([S:17][CH2:30][CH3:31])=[N:12]3)[CH2:10][CH:9]([C:18]3[CH:19]=[CH:20][CH:21]=[CH:22][CH:23]=3)[O:8][C:5]2=[CH:6][CH:7]=1. The yield is 0.690. (5) The reactants are C[O:2][C:3](=[O:23])[C:4]1[CH:9]=[CH:8][CH:7]=[C:6]([C:10]2[S:11][C:12]([C:15]3[CH:20]=[CH:19][C:18]([O:21][CH3:22])=[CH:17][CH:16]=3)=[CH:13][N:14]=2)[CH:5]=1.[OH-].[Na+]. The catalyst is C1COCC1.CO.O. The product is [CH3:22][O:21][C:18]1[CH:17]=[CH:16][C:15]([C:12]2[S:11][C:10]([C:6]3[CH:5]=[C:4]([CH:9]=[CH:8][CH:7]=3)[C:3]([OH:23])=[O:2])=[N:14][CH:13]=2)=[CH:20][CH:19]=1. The yield is 0.880. (6) The reactants are [CH2:1]([O:3][C:4]1[CH:9]=[CH:8][CH:7]=[CH:6][C:5]=1B(O)O)[CH3:2].[F-].[K+].[N+:15]([C:18]1[CH:23]=[C:22]([N+:24]([O-:26])=[O:25])[CH:21]=[CH:20][C:19]=1Br)([O-:17])=[O:16].C(P(C(C)(C)C)C(C)(C)C)(C)(C)C. The catalyst is C1COCC1.C1C=CC(/C=C/C(/C=C/C2C=CC=CC=2)=O)=CC=1.C1C=CC(/C=C/C(/C=C/C2C=CC=CC=2)=O)=CC=1.C1C=CC(/C=C/C(/C=C/C2C=CC=CC=2)=O)=CC=1.[Pd].[Pd]. The product is [CH2:1]([O:3][C:4]1[CH:9]=[CH:8][CH:7]=[CH:6][C:5]=1[C:19]1[CH:20]=[CH:21][C:22]([N+:24]([O-:26])=[O:25])=[CH:23][C:18]=1[N+:15]([O-:17])=[O:16])[CH3:2]. The yield is 0.820. (7) The reactants are [Br:1][C:2]1[CH:25]=[N:24][C:5]2=[N:6][C:7]([N:11]3[CH2:14][CH:13]([N:15]([CH3:23])[C:16](=[O:22])[O:17][C:18]([CH3:21])([CH3:20])[CH3:19])[CH2:12]3)=[C:8](Cl)[N:9]=[C:4]2[CH:3]=1.[NH2:26][C@H:27]([CH3:30])[CH2:28][OH:29]. The catalyst is CCO. The product is [Br:1][C:2]1[CH:25]=[N:24][C:5]2=[N:6][C:7]([N:11]3[CH2:14][CH:13]([N:15]([CH3:23])[C:16](=[O:22])[O:17][C:18]([CH3:21])([CH3:20])[CH3:19])[CH2:12]3)=[C:8]([NH:26][C@H:27]([CH3:30])[CH2:28][OH:29])[N:9]=[C:4]2[CH:3]=1. The yield is 0.690.